This data is from Forward reaction prediction with 1.9M reactions from USPTO patents (1976-2016). The task is: Predict the product of the given reaction. (1) Given the reactants [ClH:1].O1CCOCC1.[C:8]1([C:14]2[N:19]=[C:18]([C:20]([N:22]3[CH2:27][CH2:26][N:25](C(OC(C)(C)C)=O)[CH2:24][CH:23]3[CH2:35][O:36][C:37]3[CH:38]=[N:39][CH:40]=[CH:41][CH:42]=3)=[O:21])[CH:17]=[CH:16][CH:15]=2)[CH:13]=[CH:12][CH:11]=[CH:10][CH:9]=1, predict the reaction product. The product is: [ClH:1].[ClH:1].[C:8]1([C:14]2[N:19]=[C:18]([C:20]([N:22]3[CH2:27][CH2:26][NH:25][CH2:24][CH:23]3[CH2:35][O:36][C:37]3[CH:38]=[N:39][CH:40]=[CH:41][CH:42]=3)=[O:21])[CH:17]=[CH:16][CH:15]=2)[CH:9]=[CH:10][CH:11]=[CH:12][CH:13]=1. (2) Given the reactants [CH2:1]([O:7][C:8]1[CH:14]=[CH:13][C:11]([NH2:12])=[CH:10][CH:9]=1)[CH2:2][CH2:3][CH2:4][CH2:5][CH3:6].C[O:16][C:17](=O)[CH2:18][C:19](=[O:24])[C:20]([CH3:23])([CH3:22])[CH3:21], predict the reaction product. The product is: [CH2:1]([O:7][C:8]1[CH:14]=[CH:13][C:11]([NH:12][C:17](=[O:16])[CH2:18][C:19](=[O:24])[C:20]([CH3:23])([CH3:22])[CH3:21])=[CH:10][CH:9]=1)[CH2:2][CH2:3][CH2:4][CH2:5][CH3:6]. (3) Given the reactants C[O:2][C:3]([C:5]1[C:18]2[C:17](=O)[C:16]3[C:11](=[CH:12][CH:13]=C(CBr)[CH:15]=3)[O:10][C:9]=2[CH:8]=[CH:7][CH:6]=1)=O.[NH2:22][NH2:23].[CH2:24]([OH:26])[CH3:25], predict the reaction product. The product is: [OH:26][CH2:24][C:25]1[CH:13]=[CH:12][C:11]2[O:10][C:9]3[C:18]4=[C:5]([C:3](=[O:2])[NH:22][N:23]=[C:17]4[C:16]=2[CH:15]=1)[CH:6]=[CH:7][CH:8]=3. (4) Given the reactants [OH:1][CH2:2][C:3]1[CH:4]=[C:5]([CH:10]=[C:11]([CH2:13][OH:14])[CH:12]=1)[C:6]([O:8][CH3:9])=[O:7].[C:15]1(P([C:15]2[CH:20]=[CH:19][CH:18]=[CH:17][CH:16]=2)[C:15]2[CH:20]=[CH:19][CH:18]=[CH:17][CH:16]=2)[CH:20]=[CH:19][CH:18]=[CH:17][CH:16]=1.[C:34]1(O)[CH:39]=[CH:38][CH:37]=[CH:36][CH:35]=1, predict the reaction product. The product is: [O:1]([CH2:2][C:3]1[CH:4]=[C:5]([CH:10]=[C:11]([CH2:13][O:14][C:34]2[CH:39]=[CH:38][CH:37]=[CH:36][CH:35]=2)[CH:12]=1)[C:6]([O:8][CH3:9])=[O:7])[C:15]1[CH:20]=[CH:19][CH:18]=[CH:17][CH:16]=1. (5) Given the reactants [CH3:1][Mg]Cl.[C:4]([N:11]1[CH2:17][CH2:16][CH2:15][C@H:12]1[CH:13]=[O:14])([O:6][C:7]([CH3:10])([CH3:9])[CH3:8])=[O:5], predict the reaction product. The product is: [C:4]([N:11]1[CH2:17][CH2:16][CH2:15][C@H:12]1[C:13](=[O:14])[CH3:1])([O:6][C:7]([CH3:10])([CH3:9])[CH3:8])=[O:5]. (6) Given the reactants [N+:1]([C:4]1[CH:9]=[CH:8][N:7]=[CH:6][C:5]=1[C:10]1[CH:11]=[CH:12][CH:13]=[C:14]2[C:18]=1[NH:17][CH:16]=[C:15]2[C:19]1[CH:24]=[CH:23][CH:22]=[CH:21][CH:20]=1)([O-:3])=[O:2].[H-].[Na+].Cl[C:28]1[N:33]=[C:32]([C:34]2[CH:39]=[CH:38][CH:37]=[CH:36][CH:35]=2)[N:31]=[C:30]([C:40]2[CH:45]=[CH:44][CH:43]=[CH:42][CH:41]=2)[N:29]=1, predict the reaction product. The product is: [C:40]1([C:30]2[N:31]=[C:32]([C:34]3[CH:35]=[CH:36][CH:37]=[CH:38][CH:39]=3)[N:33]=[C:28]([N:17]3[C:18]4[C:14](=[CH:13][CH:12]=[CH:11][C:10]=4[C:5]4[CH:6]=[N:7][CH:8]=[CH:9][C:4]=4[N+:1]([O-:3])=[O:2])[C:15]([C:19]4[CH:20]=[CH:21][CH:22]=[CH:23][CH:24]=4)=[CH:16]3)[N:29]=2)[CH:45]=[CH:44][CH:43]=[CH:42][CH:41]=1. (7) The product is: [C:12]([O:11][C:9]([NH:8][C@H:7]([C:16]([O:18][CH3:19])=[O:17])[CH2:6][C:5]1[CH:20]=[CH:21][C:2]([C:26]#[C:25][CH2:24][CH:23]([OH:27])[CH3:22])=[CH:3][CH:4]=1)=[O:10])([CH3:15])([CH3:14])[CH3:13]. Given the reactants Br[C:2]1[CH:21]=[CH:20][C:5]([CH2:6][C@@H:7]([C:16]([O:18][CH3:19])=[O:17])[NH:8][C:9]([O:11][C:12]([CH3:15])([CH3:14])[CH3:13])=[O:10])=[CH:4][CH:3]=1.[CH3:22][CH:23]([OH:27])[CH2:24][C:25]#[CH:26], predict the reaction product. (8) Given the reactants [NH2:1][C:2]1[CH:11]=[CH:10][C:5]([C:6]([O:8][CH3:9])=[O:7])=[CH:4][CH:3]=1.[CH3:12][C:13]1[C:17](/[CH:18]=[CH:19]/[C:20](O)=[O:21])=[C:16]([C:23]2[CH:28]=[CH:27][CH:26]=[CH:25][CH:24]=2)[O:15][N:14]=1.O.ON1C2C=CC=CC=2N=N1.Cl.C(N=C=NCCCN(C)C)C, predict the reaction product. The product is: [CH3:9][O:8][C:6]([C:5]1[CH:4]=[CH:3][C:2]([NH:1][C:20](=[O:21])/[CH:19]=[CH:18]/[C:17]2[C:13]([CH3:12])=[N:14][O:15][C:16]=2[C:23]2[CH:24]=[CH:25][CH:26]=[CH:27][CH:28]=2)=[CH:11][CH:10]=1)=[O:7]. (9) Given the reactants [CH3:1][C:2]1[C:3]([N:9]2[CH2:14][CH2:13][N:12]([C:15]([C:17]3[CH:22]=[CH:21][C:20]([N:23]4[C@@H:27]([CH2:28][OH:29])[CH2:26][CH2:25][C:24]4=[O:30])=[CH:19][C:18]=3[F:31])=[O:16])[CH2:11][CH2:10]2)=[N:4][CH:5]=[C:6]([CH3:8])[CH:7]=1.[H-].[Na+].O1CCC[CH2:35]1.S(C1C=CC(C)=CC=1)(OC)(=O)=O, predict the reaction product. The product is: [CH3:1][C:2]1[C:3]([N:9]2[CH2:10][CH2:11][N:12]([C:15]([C:17]3[CH:22]=[CH:21][C:20]([N:23]4[C@@H:27]([CH2:28][O:29][CH3:35])[CH2:26][CH2:25][C:24]4=[O:30])=[CH:19][C:18]=3[F:31])=[O:16])[CH2:13][CH2:14]2)=[N:4][CH:5]=[C:6]([CH3:8])[CH:7]=1.